This data is from Forward reaction prediction with 1.9M reactions from USPTO patents (1976-2016). The task is: Predict the product of the given reaction. (1) Given the reactants [CH:1]([C:3]1[C:11]2[C:6](=[CH:7][C:8]([C@H:12]3[C@@:14]4([C:22]5[C:17](=[CH:18][CH:19]=[CH:20][CH:21]=5)[NH:16][C:15]4=[O:23])[CH2:13]3)=[CH:9][CH:10]=2)[NH:5][N:4]=1)=[CH2:2].Br[C:25]1[C:26]([CH3:31])=[N:27][CH:28]=[CH:29][CH:30]=1.CCN(C(C)C)C(C)C.CC1C=CC=CC=1P(C1C=CC=CC=1C)C1C=CC=CC=1C, predict the reaction product. The product is: [CH3:31][C:26]1[N:27]=[CH:28][C:29](/[CH:2]=[CH:1]/[C:3]2[C:11]3[C:6](=[CH:7][C:8]([C@H:12]4[C@@:14]5([C:22]6[C:17](=[CH:18][CH:19]=[CH:20][CH:21]=6)[NH:16][C:15]5=[O:23])[CH2:13]4)=[CH:9][CH:10]=3)[NH:5][N:4]=2)=[CH:30][CH:25]=1. (2) Given the reactants [OH:1][CH2:2][CH:3]1[CH2:8][CH2:7][CH:6]([CH2:9][NH:10][C:11]2[C:16]([N+:17]([O-:19])=[O:18])=[CH:15][N:14]=[C:13]([NH:20][CH2:21][C:22]3[CH:23]=[C:24]([C:28]4[CH:33]=[CH:32][CH:31]=[CH:30][C:29]=4[CH2:34][N:35]4C(=O)C5C(=CC=CC=5)C4=O)[CH:25]=[CH:26][CH:27]=3)[N:12]=2)[CH2:5][CH2:4]1.O.NN.[CH3:49]CO.C(Cl)Cl, predict the reaction product. The product is: [NH2:35][CH2:34][C:29]1[CH:30]=[CH:31][CH:32]=[CH:33][C:28]=1[C:24]1[CH:25]=[CH:26][CH:27]=[C:22]([CH2:21][NH:20][C:13]2[N:12]=[C:11]([NH:10][CH2:9][C@H:6]3[CH2:7][CH2:8][C@H:3]([CH2:2][OH:1])[CH2:4][CH2:5]3)[C:16]([N+:17]([O-:19])=[O:18])=[CH:15][N:14]=2)[C:23]=1[CH3:49]. (3) The product is: [C:1]([C:4]1[CH:21]=[CH:20][C:7]2[N:8]=[C:9]([C:11]3[CH:12]=[C:13]([S:16]([Cl:24])(=[O:18])=[O:17])[S:14][CH:15]=3)[S:10][C:6]=2[CH:5]=1)(=[O:3])[CH3:2]. Given the reactants [C:1]([C:4]1[CH:21]=[CH:20][C:7]2[N:8]=[C:9]([C:11]3[CH:12]=[C:13]([S:16](O)(=[O:18])=[O:17])[S:14][CH:15]=3)[S:10][C:6]=2[CH:5]=1)(=[O:3])[CH3:2].P(Cl)(Cl)([Cl:24])=O.P(Cl)(Cl)(Cl)(Cl)Cl, predict the reaction product. (4) The product is: [Cl:1][C:25]1[CH:24]=[C:23]([C:22]2[N:8]([C:4]3[CH:3]=[N:2][CH:7]=[CH:6][CH:5]=3)[N:9]=[C:20]([C:35]([OH:37])=[O:36])[CH:21]=2)[CH:28]=[C:27]([O:29][C:30]([F:33])([F:32])[F:31])[CH:26]=1. Given the reactants [ClH:1].[N:2]1[CH:7]=[CH:6][CH:5]=[C:4]([NH:8][NH2:9])[CH:3]=1.ClC1C=C(N2[C:22]([C:23]3[CH:28]=[C:27]([O:29][C:30]([F:33])([F:32])[F:31])[CH:26]=[C:25](F)[CH:24]=3)=[CH:21][C:20]([C:35]([OH:37])=[O:36])=N2)C=CC=1F, predict the reaction product. (5) Given the reactants [F:1][C:2]1[CH:3]=[CH:4][C:5]([CH3:18])=[C:6]2[C:10]=1[N:9]([CH2:11][CH2:12][O:13][CH3:14])[CH:8]=[C:7]2[C:15]([OH:17])=O.CCN(CC)CC.Cl.[F:27][C:28]([F:47])([F:46])[C:29]([NH:31][CH2:32][C:33]1[CH:38]=[CH:37][C:36]([F:39])=[C:35]([CH:40]2[CH2:45][CH2:44][NH:43][CH2:42][CH2:41]2)[CH:34]=1)=[O:30].CCN=C=NCCCN(C)C, predict the reaction product. The product is: [F:46][C:28]([F:27])([F:47])[C:29]([NH:31][CH2:32][C:33]1[CH:38]=[CH:37][C:36]([F:39])=[C:35]([CH:40]2[CH2:45][CH2:44][N:43]([C:15]([C:7]3[C:6]4[C:10](=[C:2]([F:1])[CH:3]=[CH:4][C:5]=4[CH3:18])[N:9]([CH2:11][CH2:12][O:13][CH3:14])[CH:8]=3)=[O:17])[CH2:42][CH2:41]2)[CH:34]=1)=[O:30]. (6) Given the reactants [C:1]([C:3]1[CH:8]=[CH:7][C:6]([C@@H:9]2[C:14]([C:15]#[N:16])=[C:13]([CH3:17])[N:12]([C:18]3[CH:23]=[CH:22][CH:21]=[C:20]([C:24]([F:27])([F:26])[F:25])[CH:19]=3)[C:11](=[O:28])[NH:10]2)=[C:5]([S:29]([CH3:32])(=[O:31])=[O:30])[CH:4]=1)#[N:2].[H-].[Na+].[CH3:35][S:36](Cl)(=[O:38])=[O:37], predict the reaction product. The product is: [C:1]([C:3]1[CH:8]=[CH:7][C:6]([C@@H:9]2[C:14]([C:15]#[N:16])=[C:13]([CH3:17])[N:12]([C:18]3[CH:23]=[CH:22][CH:21]=[C:20]([C:24]([F:27])([F:26])[F:25])[CH:19]=3)[C:11](=[O:28])[N:10]2[S:36]([CH3:35])(=[O:38])=[O:37])=[C:5]([S:29]([CH3:32])(=[O:31])=[O:30])[CH:4]=1)#[N:2].